Predict which catalyst facilitates the given reaction. From a dataset of Catalyst prediction with 721,799 reactions and 888 catalyst types from USPTO. (1) Reactant: [C:1]([C:4]12[CH2:11][CH:8]([CH2:9][CH2:10]1)CC(C(O)=O)C2)(O)=O.C([N:17]([CH2:20][CH3:21])CC)C.C1(P([N:36]=[N+]=[N-])(C2C=CC=CC=2)=O)C=CC=CC=1.[ClH:39]. Product: [ClH:39].[ClH:39].[NH2:36][C:4]12[CH2:11][CH:8]([CH2:9][CH2:10]1)[CH2:21][CH:20]([NH2:17])[CH2:1]2. The catalyst class is: 11. (2) Reactant: [CH3:1][O:2][C:3]1[CH:18]=[CH:17][C:6]2[CH:7]3[C:14]4([CH2:15][CH2:16][C:5]=2[CH:4]=1)[CH:10]([CH2:11][NH:12][CH2:13]4)[CH2:9][CH2:8]3.C=O.[BH3-][C:22]#N.[Na+]. Product: [CH3:1][O:2][C:3]1[CH:18]=[CH:17][C:6]2[CH:7]3[C:14]4([CH2:15][CH2:16][C:5]=2[CH:4]=1)[CH:10]([CH2:11][N:12]([CH3:22])[CH2:13]4)[CH2:9][CH2:8]3. The catalyst class is: 5. (3) Reactant: C(OC(=O)[NH:7][C:8]1[CH:13]=[CH:12][C:11]([CH:14]2[CH2:19][NH:18][S:17](=[O:21])(=[O:20])[NH:16][CH2:15]2)=[CH:10][CH:9]=1)(C)(C)C.C1C(=O)N([Br:30])C(=O)C1. Product: [Br:30][C:9]1[CH:10]=[C:11]([CH:14]2[CH2:19][NH:18][S:17](=[O:21])(=[O:20])[NH:16][CH2:15]2)[CH:12]=[CH:13][C:8]=1[NH2:7]. The catalyst class is: 67. (4) Reactant: [Br:1][CH2:2][S:3]([C:5]1[CH:10]=[CH:9][C:8]([CH3:11])=[CH:7][CH:6]=1)=O.[CH3:12][C:13]1[CH:18]=[CH:17][C:16]([CH3:19])=[C:15]([CH3:20])[C:14]=1[CH3:21].FC(F)(F)S(OS(C(F)(F)F)(=O)=O)(=O)=O.[H+].[B-:38]([F:42])([F:41])([F:40])[F:39]. Product: [F:39][B-:38]([F:42])([F:41])[F:40].[Br:1][CH2:2][S+:3]([C:18]1[CH:17]=[C:16]([CH3:19])[C:15]([CH3:20])=[C:14]([CH3:21])[C:13]=1[CH3:12])[C:5]1[CH:10]=[CH:9][C:8]([CH3:11])=[CH:7][CH:6]=1. The catalyst class is: 27. (5) The catalyst class is: 2. Product: [Br:13][C:12]([Br:14])=[CH:6][C:5]1[S:1][C:2]2[CH:11]=[CH:10][CH:9]=[CH:8][C:3]=2[CH:4]=1. Reactant: [S:1]1[C:5]([CH:6]=O)=[CH:4][C:3]2[CH:8]=[CH:9][CH:10]=[CH:11][C:2]1=2.[C:12](Br)(Br)([Br:14])[Br:13].C1(P(C2C=CC=CC=2)C2C=CC=CC=2)C=CC=CC=1. (6) Reactant: [C:1]([NH:11][C@H:12]([C:14]([OH:16])=O)[CH3:13])([O:3][CH2:4][C:5]1[CH:10]=[CH:9][CH:8]=[CH:7][CH:6]=1)=[O:2].Cl.[CH3:18][NH:19][O:20][CH3:21].CCN(C(C)C)C(C)C.CCN=C=NCCCN(C)C.Cl.Cl. Product: [CH3:21][O:20][N:19]([CH3:18])[C:14](=[O:16])[C@@H:12]([NH:11][C:1](=[O:2])[O:3][CH2:4][C:5]1[CH:6]=[CH:7][CH:8]=[CH:9][CH:10]=1)[CH3:13]. The catalyst class is: 1. (7) Reactant: [C:1]([O:5][C:6]([NH:8][CH2:9][C@H:10]1[CH2:15][CH2:14][C@H:13]([C:16]([NH:18][C@@H:19]([CH2:24][C:25]2[CH:30]=[CH:29][C:28]([C:31]3[CH:36]=[CH:35][C:34]([C:37](=[O:53])[NH:38][C@H:39]4[CH2:44][CH2:43][C@H:42]([O:45][Si:46]([C:49]([CH3:52])([CH3:51])[CH3:50])([CH3:48])[CH3:47])[CH2:41][CH2:40]4)=[CH:33][C:32]=3[CH3:54])=[CH:27][CH:26]=2)[C:20]([O:22]C)=[O:21])=[O:17])[CH2:12][CH2:11]1)=[O:7])([CH3:4])([CH3:3])[CH3:2].[OH-].[Li+]. Product: [C:1]([O:5][C:6]([NH:8][CH2:9][C@H:10]1[CH2:11][CH2:12][C@H:13]([C:16]([NH:18][C@@H:19]([CH2:24][C:25]2[CH:26]=[CH:27][C:28]([C:31]3[CH:36]=[CH:35][C:34]([C:37](=[O:53])[NH:38][C@H:39]4[CH2:40][CH2:41][C@H:42]([O:45][Si:46]([C:49]([CH3:52])([CH3:51])[CH3:50])([CH3:47])[CH3:48])[CH2:43][CH2:44]4)=[CH:33][C:32]=3[CH3:54])=[CH:29][CH:30]=2)[C:20]([OH:22])=[O:21])=[O:17])[CH2:14][CH2:15]1)=[O:7])([CH3:3])([CH3:4])[CH3:2]. The catalyst class is: 20. (8) Reactant: [C:1]1([C@@H:7]2[NH:13][CH2:12][C:11]3[CH:14]=[CH:15][C:16]([C:18]([O:20][CH3:21])=[O:19])=[CH:17][C:10]=3[O:9][CH2:8]2)[CH:6]=[CH:5][CH:4]=[CH:3][CH:2]=1.[BH-](OC(C)=O)(OC(C)=O)O[C:24](C)=O.[Na+]. Product: [CH3:24][N:13]1[CH2:12][C:11]2[CH:14]=[CH:15][C:16]([C:18]([O:20][CH3:21])=[O:19])=[CH:17][C:10]=2[O:9][CH2:8][C@@H:7]1[C:1]1[CH:2]=[CH:3][CH:4]=[CH:5][CH:6]=1. The catalyst class is: 15. (9) Reactant: [CH3:1][C:2]1[C:3]([NH2:9])=[N:4][CH:5]=[C:6]([CH3:8])[CH:7]=1.[F:10][C:11]1[CH:16]=[CH:15][C:14]([S:17](Cl)(=[O:19])=[O:18])=[CH:13][CH:12]=1. Product: [CH3:1][C:2]1[C:3]([NH:9][S:17]([C:14]2[CH:15]=[CH:16][C:11]([F:10])=[CH:12][CH:13]=2)(=[O:19])=[O:18])=[N:4][CH:5]=[C:6]([CH3:8])[CH:7]=1. The catalyst class is: 17. (10) Product: [CH:36]1([C:34]([NH:33][C:31]2[N:32]=[C:27]3[CH:26]=[CH:25][C:24]([O:23][C:22]4[CH:39]=[CH:40][C:41]([CH3:42])=[C:20]([NH:19][C:7]([C:3]5[N:4]=[CH:5][S:6][C:2]=5[CH3:1])=[O:9])[CH:21]=4)=[CH:29][N:28]3[N:30]=2)=[O:35])[CH2:37][CH2:38]1. The catalyst class is: 402. Reactant: [CH3:1][C:2]1[S:6][CH:5]=[N:4][C:3]=1[C:7]([OH:9])=O.O1CCCC1.S(Cl)(Cl)=O.[NH2:19][C:20]1[CH:21]=[C:22]([CH:39]=[CH:40][C:41]=1[CH3:42])[O:23][C:24]1[CH:25]=[CH:26][C:27]2[N:28]([N:30]=[C:31]([NH:33][C:34]([CH:36]3[CH2:38][CH2:37]3)=[O:35])[N:32]=2)[CH:29]=1.